From a dataset of CYP2C9 inhibition data for predicting drug metabolism from PubChem BioAssay. Regression/Classification. Given a drug SMILES string, predict its absorption, distribution, metabolism, or excretion properties. Task type varies by dataset: regression for continuous measurements (e.g., permeability, clearance, half-life) or binary classification for categorical outcomes (e.g., BBB penetration, CYP inhibition). Dataset: cyp2c9_veith. (1) The drug is CN(C)C(=O)c1ccc(-c2ccc3ncnc(N4CCNCC4)c3c2)cc1. The result is 0 (non-inhibitor). (2) The molecule is O=C(Nc1cccc(F)c1)N1CC[C@@]2(CCCN(C(=O)c3ccncc3)C2)C1. The result is 0 (non-inhibitor). (3) The drug is COc1ccccc1CCn1c(=O)c(-c2ccccc2)nc2cncnc21. The result is 1 (inhibitor). (4) The molecule is COc1ccc(CN(C(=O)c2cccs2)C(C(=O)NC2CCCCC2)c2ccc3ncccc3c2)cc1. The result is 1 (inhibitor).